The task is: Predict which catalyst facilitates the given reaction.. This data is from Catalyst prediction with 721,799 reactions and 888 catalyst types from USPTO. (1) The catalyst class is: 295. Reactant: [C:1]([O:5][C:6]([N:8]([C:13]1[CH:18]=[CH:17][C:16]([CH2:19][CH2:20][C:21]([O:23]C)=[O:22])=[CH:15][CH:14]=1)[S:9]([CH3:12])(=[O:11])=[O:10])=[O:7])([CH3:4])([CH3:3])[CH3:2].[Li+].[OH-]. Product: [C:1]([O:5][C:6]([N:8]([C:13]1[CH:14]=[CH:15][C:16]([CH2:19][CH2:20][C:21]([OH:23])=[O:22])=[CH:17][CH:18]=1)[S:9]([CH3:12])(=[O:11])=[O:10])=[O:7])([CH3:4])([CH3:2])[CH3:3]. (2) Reactant: [CH:1]1[C:13]2[CH:12]([CH2:14][O:15][C:16]([N:18]([CH3:23])[CH2:19][C:20]([OH:22])=[O:21])=[O:17])[C:11]3[C:6](=[CH:7][CH:8]=[CH:9][CH:10]=3)[C:5]=2[CH:4]=[CH:3][CH:2]=1.C(N(C(C)C)C(C)C)C.Br[CH2:34][C:35]([O:37][C:38]([CH3:41])([CH3:40])[CH3:39])=[O:36]. Product: [CH:10]1[C:11]2[CH:12]([CH2:14][O:15][C:16]([N:18]([CH3:23])[CH2:19][C:20]([O:22][CH2:34][C:35]([O:37][C:38]([CH3:41])([CH3:40])[CH3:39])=[O:36])=[O:21])=[O:17])[C:13]3[C:5](=[CH:4][CH:3]=[CH:2][CH:1]=3)[C:6]=2[CH:7]=[CH:8][CH:9]=1. The catalyst class is: 2. (3) Reactant: [CH2:1]([O:5][C:6]1[N:14]=[C:13]2[C:9]([N:10]=[C:11]([O:22][CH3:23])[N:12]2[CH2:15][CH2:16][CH2:17][CH2:18][CH2:19][CH2:20]Cl)=[C:8]([NH2:24])[N:7]=1)[CH2:2][CH2:3][CH3:4].[N:25]1([C:31]([O:33][C:34]([CH3:37])([CH3:36])[CH3:35])=[O:32])[CH2:30][CH2:29][NH:28][CH2:27][CH2:26]1.C(N(CC)C(C)C)(C)C.[I-].[Na+]. Product: [NH2:24][C:8]1[N:7]=[C:6]([O:5][CH2:1][CH2:2][CH2:3][CH3:4])[N:14]=[C:13]2[C:9]=1[N:10]=[C:11]([O:22][CH3:23])[N:12]2[CH2:15][CH2:16][CH2:17][CH2:18][CH2:19][CH2:20][N:28]1[CH2:27][CH2:26][N:25]([C:31]([O:33][C:34]([CH3:37])([CH3:36])[CH3:35])=[O:32])[CH2:30][CH2:29]1. The catalyst class is: 3. (4) Reactant: [NH2:1][OH:2].[F:3][C:4]1[CH:22]=[CH:21][C:7]([CH2:8][C:9]2[C:10]([CH3:20])=[C:11]([OH:19])[C:12]([C:15](OC)=[O:16])=[N:13][CH:14]=2)=[CH:6][CH:5]=1. Product: [F:3][C:4]1[CH:22]=[CH:21][C:7]([CH2:8][C:9]2[C:10]([CH3:20])=[C:11]([OH:19])[C:12]([C:15]([NH:1][OH:2])=[O:16])=[N:13][CH:14]=2)=[CH:6][CH:5]=1. The catalyst class is: 7.